This data is from Catalyst prediction with 721,799 reactions and 888 catalyst types from USPTO. The task is: Predict which catalyst facilitates the given reaction. (1) Reactant: [Cl:1][C:2]1[CH:7]=[CH:6][C:5]([C:8]([NH:10][C:11]2[CH:16]=[CH:15][C:14]([C:17]3[C:18]([C:23]([F:26])([F:25])[F:24])=[N:19][NH:20][C:21]=3[CH3:22])=[C:13]([N+:27]([O-])=O)[CH:12]=2)=[O:9])=[CH:4][CH:3]=1.Cl[Sn]Cl.Cl. Product: [NH2:27][C:13]1[CH:12]=[C:11]([NH:10][C:8]([C:5]2[CH:4]=[CH:3][C:2]([Cl:1])=[CH:7][CH:6]=2)=[O:9])[CH:16]=[CH:15][C:14]=1[C:17]1[C:18]([C:23]([F:26])([F:24])[F:25])=[N:19][NH:20][C:21]=1[CH3:22]. The catalyst class is: 14. (2) Reactant: [CH3:1][O:2][C:3]1[CH:53]=[CH:52][C:6]([C:7]([O:20][CH2:21][C@@H:22]([C@H:49]([CH3:51])[OH:50])[NH:23][C:24](=[O:48])[CH2:25][CH2:26][CH2:27][CH2:28][CH2:29][NH:30]C(OCC2C3C(=CC=CC=3)C3C2=CC=CC=3)=O)([C:14]2[CH:19]=[CH:18][CH:17]=[CH:16][CH:15]=2)[C:8]2[CH:13]=[CH:12][CH:11]=[CH:10][CH:9]=2)=[CH:5][CH:4]=1.N1CCCCC1. Product: [CH3:1][O:2][C:3]1[CH:4]=[CH:5][C:6]([C:7]([O:20][CH2:21][C@@H:22]([C@H:49]([CH3:51])[OH:50])[NH:23][C:24](=[O:48])[CH2:25][CH2:26][CH2:27][CH2:28][CH2:29][NH2:30])([C:14]2[CH:19]=[CH:18][CH:17]=[CH:16][CH:15]=2)[C:8]2[CH:9]=[CH:10][CH:11]=[CH:12][CH:13]=2)=[CH:52][CH:53]=1. The catalyst class is: 3. (3) Reactant: [CH3:1][NH:2][C:3]1[N:8]=[C:7]([N:9]2[CH2:14][CH2:13][CH2:12][CH2:11][CH2:10]2)[N:6]=[C:5]([NH:15][C@@H:16]2[CH2:21][CH2:20][C@H:19]([C:22](O)=[O:23])[CH2:18][CH2:17]2)[N:4]=1.[F:25][C:26]([F:36])([F:35])[C:27]1[CH:34]=[CH:33][CH:32]=[CH:31][C:28]=1[CH2:29][NH2:30].CCN=C=NCCCN(C)C.Cl. Product: [CH3:1][NH:2][C:3]1[N:8]=[C:7]([N:9]2[CH2:14][CH2:13][CH2:12][CH2:11][CH2:10]2)[N:6]=[C:5]([NH:15][C@@H:16]2[CH2:17][CH2:18][C@H:19]([C:22]([NH:30][CH2:29][C:28]3[CH:31]=[CH:32][CH:33]=[CH:34][C:27]=3[C:26]([F:35])([F:36])[F:25])=[O:23])[CH2:20][CH2:21]2)[N:4]=1. The catalyst class is: 166. (4) Reactant: [NH:1]1[CH2:5][CH2:4][CH2:3][CH2:2]1.C([O:8][C:9](=O)[CH2:10][C:11]1[NH:15][C:14]2[CH:16]=[C:17]([NH:24][C:25]([C:27]3[CH:32]=[CH:31][CH:30]=[CH:29][C:28]=3[C:33]([F:36])([F:35])[F:34])=[O:26])[CH:18]=[C:19]([C:20]([O:22][CH3:23])=[O:21])[C:13]=2[N:12]=1)C. Product: [O:8]=[C:9]([N:1]1[CH2:5][CH2:4][CH2:3][CH2:2]1)[CH2:10][C:11]1[NH:15][C:14]2[CH:16]=[C:17]([NH:24][C:25]([C:27]3[CH:32]=[CH:31][CH:30]=[CH:29][C:28]=3[C:33]([F:35])([F:36])[F:34])=[O:26])[CH:18]=[C:19]([C:20]([O:22][CH3:23])=[O:21])[C:13]=2[N:12]=1. The catalyst class is: 13. (5) Reactant: C(OC([N:8]1[CH2:13][CH2:12][N:11]([C:14]2[C:19]([NH:20][C:21](=[O:32])[C:22]3[CH:27]=[CH:26][CH:25]=[C:24]([C:28]([F:31])([F:30])[F:29])[CH:23]=3)=[CH:18][C:17]([Cl:33])=[CH:16][N:15]=2)[CH2:10][CH2:9]1)=O)(C)(C)C.Cl. Product: [Cl:33][C:17]1[CH:18]=[C:19]([NH:20][C:21](=[O:32])[C:22]2[CH:27]=[CH:26][CH:25]=[C:24]([C:28]([F:30])([F:31])[F:29])[CH:23]=2)[C:14]([N:11]2[CH2:12][CH2:13][NH:8][CH2:9][CH2:10]2)=[N:15][CH:16]=1. The catalyst class is: 135. (6) Reactant: [C:1]([C:3]1[CH:8]=[CH:7][C:6]([CH:9]2[N:14]([CH2:15][C:16]([OH:18])=O)[C:13](=[O:19])[N:12]([C:20]3[CH:25]=[CH:24][CH:23]=[C:22]([C:26]([F:29])([F:28])[F:27])[CH:21]=3)[C:11]([CH3:30])=[C:10]2[C:31]([C:33]2[O:34][CH:35]=[CH:36][CH:37]=2)=[O:32])=[CH:5][CH:4]=1)#[N:2].C1(N=C=NC2CCCCC2)CCCCC1.[C:53]([C:55]1[CH:60]=[CH:59][C:58]([S:61]([NH2:64])(=[O:63])=[O:62])=[CH:57][CH:56]=1)#[N:54]. The catalyst class is: 119. Product: [C:1]([C:3]1[CH:8]=[CH:7][C:6]([CH:9]2[N:14]([CH2:15][C:16]([NH:64][S:61]([C:58]3[CH:57]=[CH:56][C:55]([C:53]#[N:54])=[CH:60][CH:59]=3)(=[O:62])=[O:63])=[O:18])[C:13](=[O:19])[N:12]([C:20]3[CH:25]=[CH:24][CH:23]=[C:22]([C:26]([F:27])([F:28])[F:29])[CH:21]=3)[C:11]([CH3:30])=[C:10]2[C:31]([C:33]2[O:34][CH:35]=[CH:36][CH:37]=2)=[O:32])=[CH:5][CH:4]=1)#[N:2].